Task: Predict the reactants needed to synthesize the given product.. Dataset: Full USPTO retrosynthesis dataset with 1.9M reactions from patents (1976-2016) (1) Given the product [CH2:11]([O:13][C:14]([C:16]1[C:17]2[C:32](=[O:33])[CH:31]([C:7](=[O:9])[CH3:8])[CH2:30][CH2:29][CH2:28][C:18]=2[N:19]([C:21]([O:23][C:24]([CH3:27])([CH3:26])[CH3:25])=[O:22])[CH:20]=1)=[O:15])[CH3:12], predict the reactants needed to synthesize it. The reactants are: [Bi](Cl)(Cl)Cl.[I-].[Na+].[C:7](Cl)(=[O:9])[CH3:8].[CH2:11]([O:13][C:14]([C:16]1[C:17]2[C:32]([O:33][Si](C)(C)C)=[CH:31][CH2:30][CH2:29][CH2:28][C:18]=2[N:19]([C:21]([O:23][C:24]([CH3:27])([CH3:26])[CH3:25])=[O:22])[CH:20]=1)=[O:15])[CH3:12]. (2) Given the product [BrH:1].[Br:1][C:2]1[CH:3]=[C:4]([CH:21]=[C:22]([CH2:24][PH:32]([C:33]2[CH:34]=[CH:35][CH:36]=[CH:37][CH:38]=2)([C:39]2[CH:44]=[CH:43][CH:42]=[CH:41][CH:40]=2)[C:26]2[CH:27]=[CH:28][CH:29]=[CH:30][CH:31]=2)[CH:23]=1)[CH2:5][O:6][C:7]1[CH:12]=[CH:11][CH:10]=[CH:9][C:8]=1[CH2:13][C:14]([O:16][C:17]([CH3:20])([CH3:19])[CH3:18])=[O:15], predict the reactants needed to synthesize it. The reactants are: [Br:1][C:2]1[CH:3]=[C:4]([CH:21]=[C:22]([CH2:24]Br)[CH:23]=1)[CH2:5][O:6][C:7]1[CH:12]=[CH:11][CH:10]=[CH:9][C:8]=1[CH2:13][C:14]([O:16][C:17]([CH3:20])([CH3:19])[CH3:18])=[O:15].[C:26]1([P:32]([C:39]2[CH:44]=[CH:43][CH:42]=[CH:41][CH:40]=2)[C:33]2[CH:38]=[CH:37][CH:36]=[CH:35][CH:34]=2)[CH:31]=[CH:30][CH:29]=[CH:28][CH:27]=1. (3) The reactants are: CC[C@@H]([C@H](NC([C@@H](N[C:149]([C@@H:151]([NH2:159])[CH2:152][CH2:153][CH2:154][NH:155][C:156]([NH2:158])=[NH:157])=[O:150])CCC(N)=O)=O)C(N[C@H](C(N[C@H](C(N[C@H](C(N[C@H](C(N[C@H](C(N[C@H](C(N[C@H](C(N[C@H](C(N[C@H](C(N[C@H](C(N[C@H](C(N[C@H](C(N[C@H](C(O)=O)CCCCN)=O)CCCCN)=O)CC1C2C(=CC=CC=2)NC=1)=O)CCCCN)=O)CCSC)=O)CCCNC(N)=N)=O)CCCNC(N)=N)=O)CC(N)=O)=O)CCC(N)=O)=O)CC1C=CC=CC=1)=O)CC1C2C(=CC=CC=2)NC=1)=O)[C@H](CC)C)=O)CCCCN)=O)C.N[C@H](C(O)=[O:170])CCCNC(=N)N.CN(C(ON1N=NC2C=CC=NC1=2)=[N+](C)C)C.F[P-](F)(F)(F)(F)F.C1C=CC(C(O)=O)=C(C2C3C=CC(O)=CC=3OC3C=2C=CC(C=3)=O)C=1.NC(CCCC)C(O)=O.C1C(N=C=S)=CC2C(OC3(C4C=CC(O)=CC=4OC4C=C(O)C=CC3=4)C=2C=1)=O.CCN(C(C)C)C(C)C.C(O)(C(F)(F)F)=O.C([SiH](C(C)C)C(C)C)(C)C. Given the product [NH2:159][C@@H:151]([C:149]([OH:170])=[O:150])[CH2:152][CH2:153][CH2:154][NH:155][C:156](=[NH:157])[NH2:158], predict the reactants needed to synthesize it. (4) Given the product [F:15][C:4]([F:14])([F:3])[C:5]1[CH:10]=[CH:9][N:8]=[C:7]([C@H:11]([NH:13][C:45]([C:44]2[C:38]3[C:39](=[N:40][CH:41]=[C:36]([C:30]4[C:29]5[C:33](=[CH:34][C:26]([F:25])=[CH:27][CH:28]=5)[N:32]([CH3:35])[N:31]=4)[N:37]=3)[N:42]([CH2:48][O:49][CH2:50][CH2:51][Si:52]([CH3:55])([CH3:54])[CH3:53])[CH:43]=2)=[O:46])[CH3:12])[CH:6]=1, predict the reactants needed to synthesize it. The reactants are: Cl.Cl.[F:3][C:4]([F:15])([F:14])[C:5]1[CH:10]=[CH:9][N:8]=[C:7]([C@H:11]([NH2:13])[CH3:12])[CH:6]=1.C(N(CC)C(C)C)(C)C.[F:25][C:26]1[CH:34]=[C:33]2[C:29]([C:30]([C:36]3[N:37]=[C:38]4[C:44]([C:45](O)=[O:46])=[CH:43][N:42]([CH2:48][O:49][CH2:50][CH2:51][Si:52]([CH3:55])([CH3:54])[CH3:53])[C:39]4=[N:40][CH:41]=3)=[N:31][N:32]2[CH3:35])=[CH:28][CH:27]=1.CN(C(ON1N=NC2C=CC=NC1=2)=[N+](C)C)C.F[P-](F)(F)(F)(F)F. (5) Given the product [C:1]([O:5][C:6](=[O:8])[NH:7][C:21](=[NH:22])[C:19]1[S:20][C:16]([S:15][CH3:14])=[C:17]([S:23]([C:26]2[CH:31]=[CH:30][CH:29]=[C:28]([N:32]3[CH2:37][CH2:36][CH2:35][CH2:34][CH2:33]3)[CH:27]=2)(=[O:25])=[O:24])[CH:18]=1)([CH3:4])([CH3:3])[CH3:2], predict the reactants needed to synthesize it. The reactants are: [C:1]([O:5][C:6](=[O:8])[NH2:7])([CH3:4])([CH3:3])[CH3:2].[Li]CCCC.[CH3:14][S:15][C:16]1[S:20][C:19]([C:21]#[N:22])=[CH:18][C:17]=1[S:23]([C:26]1[CH:31]=[CH:30][CH:29]=[C:28]([N:32]2[CH2:37][CH2:36][CH2:35][CH2:34][CH2:33]2)[CH:27]=1)(=[O:25])=[O:24]. (6) Given the product [C:15]([O:19][C:20](=[O:41])[CH2:21][C@@:22]1([C:34]([O:36][C:37]([CH3:40])([CH3:39])[CH3:38])=[O:35])[O:26][N:25]=[C:24]([C:27]2[CH:32]=[CH:31][CH:30]=[C:29]([O:33][C:10](=[O:11])[C:9]3[CH:8]=[CH:7][C:6]([NH:2][C:3]([NH2:5])=[NH:4])=[CH:14][CH:13]=3)[CH:28]=2)[CH2:23]1)([CH3:17])([CH3:18])[CH3:16], predict the reactants needed to synthesize it. The reactants are: Cl.[NH:2]([C:6]1[CH:14]=[CH:13][C:9]([C:10](Cl)=[O:11])=[CH:8][CH:7]=1)[C:3]([NH2:5])=[NH:4].[C:15]([O:19][C:20](=[O:41])[CH2:21][C@@:22]1([C:34]([O:36][C:37]([CH3:40])([CH3:39])[CH3:38])=[O:35])[O:26][N:25]=[C:24]([C:27]2[CH:32]=[CH:31][CH:30]=[C:29]([OH:33])[CH:28]=2)[CH2:23]1)([CH3:18])([CH3:17])[CH3:16].N1C=CC=CC=1.CC(N(C)C)=O. (7) Given the product [Cl:24][CH:2]([Cl:1])[C:3]([NH:5][C@H:6]([CH2:22][F:23])[C@@H:7]([C:8]1[CH:9]=[CH:10][C:11]([C:14]2[CH:19]=[CH:18][N:17]([CH2:32][C:33]#[N:34])[C:16](=[O:20])[CH:15]=2)=[CH:12][CH:13]=1)[OH:21])=[O:4], predict the reactants needed to synthesize it. The reactants are: [Cl:1][CH:2]([Cl:24])[C:3]([NH:5][C@H:6]([CH2:22][F:23])[C@H:7]([OH:21])[C:8]1[CH:13]=[CH:12][C:11]([C:14]2[CH:19]=[CH:18][NH:17][C:16](=[O:20])[CH:15]=2)=[CH:10][CH:9]=1)=[O:4].C(=O)([O-])[O-].[Cs+].[Cs+].Cl[CH2:32][C:33]#[N:34].